This data is from Peptide-MHC class I binding affinity with 185,985 pairs from IEDB/IMGT. The task is: Regression. Given a peptide amino acid sequence and an MHC pseudo amino acid sequence, predict their binding affinity value. This is MHC class I binding data. (1) The peptide sequence is TPPPAPMIPST. The MHC is Mamu-A01 with pseudo-sequence Mamu-A01. The binding affinity (normalized) is 0.149. (2) The peptide sequence is PVTPVIPRV. The MHC is HLA-A02:11 with pseudo-sequence HLA-A02:11. The binding affinity (normalized) is 0.620. (3) The peptide sequence is YDFNKLTAL. The MHC is HLA-B45:01 with pseudo-sequence HLA-B45:01. The binding affinity (normalized) is 0. (4) The peptide sequence is VYAYPSGEK. The MHC is HLA-A24:03 with pseudo-sequence HLA-A24:03. The binding affinity (normalized) is 0.0847. (5) The MHC is HLA-B45:01 with pseudo-sequence HLA-B45:01. The binding affinity (normalized) is 0. The peptide sequence is FPYSTFPII. (6) The peptide sequence is RILHNFAYSL. The MHC is HLA-B53:01 with pseudo-sequence HLA-B53:01. The binding affinity (normalized) is 0. (7) The peptide sequence is QQYAGWSAL. The MHC is HLA-B35:01 with pseudo-sequence HLA-B35:01. The binding affinity (normalized) is 0.384.